This data is from TCR-epitope binding with 47,182 pairs between 192 epitopes and 23,139 TCRs. The task is: Binary Classification. Given a T-cell receptor sequence (or CDR3 region) and an epitope sequence, predict whether binding occurs between them. (1) The epitope is KPLEFGATSAAL. The TCR CDR3 sequence is CASSQGLALGVEQFF. Result: 1 (the TCR binds to the epitope). (2) The epitope is GLIYNRMGAVTTEV. The TCR CDR3 sequence is CASSYSGRNTEAFF. Result: 1 (the TCR binds to the epitope). (3) The epitope is NLVPMVATV. The TCR CDR3 sequence is CASSLAGLAGRTYEQYF. Result: 1 (the TCR binds to the epitope). (4) Result: 1 (the TCR binds to the epitope). The TCR CDR3 sequence is CASSPRDSKETQYF. The epitope is KAFSPEVIPMF. (5) The epitope is KTSVDCTMYI. The TCR CDR3 sequence is CASRLTVIDYNEQFF. Result: 1 (the TCR binds to the epitope). (6) The epitope is RLRPGGKKR. The TCR CDR3 sequence is CASSFEPNTGELFF. Result: 0 (the TCR does not bind to the epitope). (7) The epitope is NLVPMVATV. The TCR CDR3 sequence is CSVRQANTGELFF. Result: 1 (the TCR binds to the epitope).